From a dataset of Forward reaction prediction with 1.9M reactions from USPTO patents (1976-2016). Predict the product of the given reaction. (1) Given the reactants [Cl:1][C:2]1[CH:3]=[C:4]([N:12]([CH2:30][CH3:31])[C@H:13]2[CH2:18][CH2:17][C@H:16]([N:19]([CH2:21][C:22]3[CH:27]=[CH:26][CH:25]=[C:24]([O:28][CH3:29])[CH:23]=3)[CH3:20])[CH2:15][CH2:14]2)[C:5]([CH3:11])=[C:6]([CH:10]=1)[C:7](O)=[O:8].CN(C(ON1N=NC2C=CC=CC1=2)=[N+](C)C)C.[B-](F)(F)(F)F.CCN(C(C)C)C(C)C.[CH3:63][O:64][C:65]1[C:69]([CH2:70][NH2:71])=[C:68]([N:72]2[CH2:77][CH2:76][CH2:75][CH2:74][CH2:73]2)[N:67]([CH3:78])[N:66]=1, predict the reaction product. The product is: [Cl:1][C:2]1[CH:3]=[C:4]([N:12]([CH2:30][CH3:31])[C@H:13]2[CH2:18][CH2:17][C@H:16]([N:19]([CH2:21][C:22]3[CH:27]=[CH:26][CH:25]=[C:24]([O:28][CH3:29])[CH:23]=3)[CH3:20])[CH2:15][CH2:14]2)[C:5]([CH3:11])=[C:6]([CH:10]=1)[C:7]([NH:71][CH2:70][C:69]1[C:65]([O:64][CH3:63])=[N:66][N:67]([CH3:78])[C:68]=1[N:72]1[CH2:73][CH2:74][CH2:75][CH2:76][CH2:77]1)=[O:8]. (2) Given the reactants [Br:1][C:2]1[CH:3]=[C:4]2[C:9](=[C:10]([F:20])[C:11]=1[C:12]1[CH:17]=[CH:16][C:15]([F:18])=[CH:14][C:13]=1[F:19])[N:8]=[CH:7][N:6]=[C:5]2O.O=S(Cl)[Cl:24], predict the reaction product. The product is: [Br:1][C:2]1[CH:3]=[C:4]2[C:9](=[C:10]([F:20])[C:11]=1[C:12]1[CH:17]=[CH:16][C:15]([F:18])=[CH:14][C:13]=1[F:19])[N:8]=[CH:7][N:6]=[C:5]2[Cl:24]. (3) The product is: [Si:1]([O:8][CH2:9][C:10]1[CH:27]=[CH:26][C:13]([C:14]([N:16]2[C:25]3[C:20](=[CH:21][CH:22]=[CH:23][CH:24]=3)[CH2:19][CH2:18][CH2:17]2)=[O:15])=[CH:12][C:11]=1[NH2:28])([C:4]([CH3:7])([CH3:6])[CH3:5])([CH3:3])[CH3:2]. Given the reactants [Si:1]([O:8][CH2:9][C:10]1[CH:27]=[CH:26][C:13]([C:14]([N:16]2[C:25]3[C:20](=[CH:21][CH:22]=[CH:23][CH:24]=3)[CH2:19][CH2:18][CH2:17]2)=[O:15])=[CH:12][C:11]=1[N+:28]([O-])=O)([C:4]([CH3:7])([CH3:6])[CH3:5])([CH3:3])[CH3:2].CO.C1COCC1.[BH4-].[Na+], predict the reaction product. (4) Given the reactants C1C2C(COC(=O)[NH:17][C:18]3[CH:23]=[CH:22][C:21]([NH:24][C:25](=[O:34])[C:26]4[CH:31]=[CH:30][C:29]([F:32])=[CH:28][C:27]=4[OH:33])=[C:20]([O:35][CH2:36][C:37]4[CH:42]=[CH:41][CH:40]=[CH:39][CH:38]=4)[CH:19]=3)C3C(=CC=CC=3)C=2C=CC=1.N1CCCCC1, predict the reaction product. The product is: [NH2:17][C:18]1[CH:23]=[CH:22][C:21]([NH:24][C:25](=[O:34])[C:26]2[CH:31]=[CH:30][C:29]([F:32])=[CH:28][C:27]=2[OH:33])=[C:20]([O:35][CH2:36][C:37]2[CH:38]=[CH:39][CH:40]=[CH:41][CH:42]=2)[CH:19]=1.